This data is from Forward reaction prediction with 1.9M reactions from USPTO patents (1976-2016). The task is: Predict the product of the given reaction. (1) Given the reactants [I:1][C:2]1[CH:11]=[C:10]2[C:5]([CH:6]=[CH:7][C:8]([CH3:12])=[N:9]2)=[CH:4][CH:3]=1.ClC1C=CC=C(C(OO)=[O:21])C=1, predict the reaction product. The product is: [I:1][C:2]1[CH:11]=[C:10]2[C:5]([CH:6]=[CH:7][C:8]([CH3:12])=[N+:9]2[O-:21])=[CH:4][CH:3]=1. (2) Given the reactants [F:1][C:2]1[CH:3]=[C:4]([CH:14]=[CH:15][CH:16]=1)[CH2:5][O:6][C:7]1[CH:13]=[CH:12][C:10]([NH2:11])=[CH:9][CH:8]=1.[Cl:17][C:18]1[C:27]2[C:22](=[CH:23][CH:24]=[C:25]([C:28]3[O:29][C:30]([C:33]([F:36])([F:35])[F:34])=[N:31][N:32]=3)[CH:26]=2)[N:21]=[CH:20][N:19]=1, predict the reaction product. The product is: [ClH:17].[F:1][C:2]1[CH:3]=[C:4]([CH:14]=[CH:15][CH:16]=1)[CH2:5][O:6][C:7]1[CH:13]=[CH:12][C:10]([NH:11][C:18]2[C:27]3[C:22](=[CH:23][CH:24]=[C:25]([C:28]4[O:29][C:30]([C:33]([F:36])([F:34])[F:35])=[N:31][N:32]=4)[CH:26]=3)[N:21]=[CH:20][N:19]=2)=[CH:9][CH:8]=1.